The task is: Predict the product of the given reaction.. This data is from Forward reaction prediction with 1.9M reactions from USPTO patents (1976-2016). The product is: [CH3:47][C:46]1[O:45][C:44](=[O:48])[O:43][C:42]=1[CH2:41][O:40][C:39]([N:19]1[CH2:20][CH2:21][CH:22]([CH2:25][CH2:26][CH3:27])[CH2:23][CH2:24][CH:18]1[C:16](=[O:17])[NH:15][CH:3]([CH:4]1[CH:9]([OH:10])[CH:8]([OH:11])[CH:7]([OH:12])[CH:6]([S:13][CH3:14])[O:5]1)[CH:2]([Cl:1])[CH3:28])=[O:38]. Given the reactants [Cl:1][CH:2]([CH3:28])[CH:3]([NH:15][C:16]([CH:18]1[CH2:24][CH2:23][CH:22]([CH2:25][CH2:26][CH3:27])[CH2:21][CH2:20][NH:19]1)=[O:17])[CH:4]1[CH:9]([OH:10])[CH:8]([OH:11])[CH:7]([OH:12])[CH:6]([S:13][CH3:14])[O:5]1.[N+](C1C=CC([O:38][C:39](=O)[O:40][CH2:41][C:42]2[O:43][C:44](=[O:48])[O:45][C:46]=2[CH3:47])=CC=1)([O-])=O, predict the reaction product.